From a dataset of Human liver microsome stability data. Regression/Classification. Given a drug SMILES string, predict its absorption, distribution, metabolism, or excretion properties. Task type varies by dataset: regression for continuous measurements (e.g., permeability, clearance, half-life) or binary classification for categorical outcomes (e.g., BBB penetration, CYP inhibition). Dataset: hlm. (1) The compound is COc1cccc2c(C(=O)N3C[C@H]4CCCN4C[C@@H]3C)cn(CC3CCCCC3)c12. The result is 1 (stable in human liver microsomes). (2) The compound is CN1CCN(CCNC(=O)c2cccn3c(=O)c4cc5ccccc5cc4nc23)CC1. The result is 0 (unstable in human liver microsomes). (3) The compound is COc1cc(/C(=N/O)c2csc(-c3ccccc3)n2)cc(OC)c1OC. The result is 0 (unstable in human liver microsomes). (4) The compound is C[C@@H]1CCCN1CCCOc1ccc(C2=NNC(=O)CC2)cc1. The result is 0 (unstable in human liver microsomes). (5) The molecule is O=C(Nc1ccc(F)c(-c2nc3ncc(-c4cccc(F)c4)cn3n2)c1)N1CCC(F)(F)C1. The result is 0 (unstable in human liver microsomes).